This data is from Reaction yield outcomes from USPTO patents with 853,638 reactions. The task is: Predict the reaction yield, written as a fraction of the theoretical maximum amount of product (1.0 means a 100% yield; for example, 0.34 means a 34% yield). The reactants are Cl[C:2]1[N:3]=[C:4]([OH:12])[C:5]2[CH:11]=[CH:10][N:9]=[CH:8][C:6]=2[N:7]=1. The catalyst is C(O)CC. The product is [CH2:4]([O:12][C:2]1[NH:3][C:4](=[O:12])[C:5]2[CH:11]=[CH:10][N:9]=[CH:8][C:6]=2[N:7]=1)[CH2:5][CH3:6]. The yield is 0.240.